This data is from Reaction yield outcomes from USPTO patents with 853,638 reactions. The task is: Predict the reaction yield, written as a fraction of the theoretical maximum amount of product (1.0 means a 100% yield; for example, 0.34 means a 34% yield). (1) The catalyst is O1CCCC1.O.CO. The product is [OH:9][C:4]1[CH:3]=[C:2]([NH:1][C:23]([C:22]2[N:18]([CH3:17])[N:19]=[C:20]([CH3:26])[CH:21]=2)=[O:24])[CH:7]=[C:6]([CH3:8])[CH:5]=1. The reactants are [NH2:1][C:2]1[CH:3]=[C:4]([OH:9])[CH:5]=[C:6]([CH3:8])[CH:7]=1.C(N(CC)CC)C.[CH3:17][N:18]1[C:22]([C:23](Cl)=[O:24])=[CH:21][C:20]([CH3:26])=[N:19]1.C(=O)([O-])[O-].[Na+].[Na+]. The yield is 0.960. (2) The reactants are [C:1]([C:5]1[CH:17]=[CH:16][C:8]([CH2:9][NH:10][C:11](=[O:15])[N:12]([CH3:14])[CH3:13])=[CH:7][CH:6]=1)([CH3:4])([CH3:3])[CH3:2].C([Li])(C)(C)C.[C:23](=[O:25])=[O:24]. The catalyst is C1COCC1. The product is [C:1]([C:5]1[CH:6]=[CH:7][C:8]([CH2:9][NH:10][C:11]([N:12]([CH3:13])[CH3:14])=[O:15])=[C:16]([CH:17]=1)[C:23]([OH:25])=[O:24])([CH3:4])([CH3:2])[CH3:3]. The yield is 0.800. (3) The reactants are [NH2:1][N:2]1[C@H:6]([CH2:7][O:8][C:9]([C:22]2[CH:27]=[CH:26][CH:25]=[CH:24][CH:23]=2)([C:16]2[CH:21]=[CH:20][CH:19]=[CH:18][CH:17]=2)[C:10]2[CH:15]=[CH:14][CH:13]=[CH:12][CH:11]=2)[CH2:5][CH2:4][C:3]1=O.[CH:29]([NH2:31])=O. The catalyst is CN(C=O)C.C(OCC)(=O)C.[Cl-].[Zn+2].[Cl-]. The product is [C:9]([O:8][CH2:7][C@H:6]1[N:2]2[N:1]=[CH:29][N:31]=[C:3]2[CH2:4][CH2:5]1)([C:10]1[CH:11]=[CH:12][CH:13]=[CH:14][CH:15]=1)([C:16]1[CH:21]=[CH:20][CH:19]=[CH:18][CH:17]=1)[C:22]1[CH:23]=[CH:24][CH:25]=[CH:26][CH:27]=1. The yield is 0.490. (4) The reactants are C[O:2][C:3](=[O:39])[CH2:4][CH2:5][CH2:6][CH2:7][C:8]1([C:14]2[CH:19]=[CH:18][C:17]([O:20][CH3:21])=[CH:16][C:15]=2[NH:22][C:23](=[O:38])[C@H:24]([NH:26][C:27](=[O:37])[CH2:28][NH:29][C:30]([O:32][C:33]([CH3:36])([CH3:35])[CH3:34])=[O:31])[CH3:25])[S:13][CH2:12][CH2:11][CH2:10][S:9]1.[Li+].[OH-]. The catalyst is C1COCC1.CO. The product is [C:33]([O:32][C:30]([NH:29][CH2:28][C:27]([NH:26][C@H:24]([CH3:25])[C:23]([NH:22][C:15]1[CH:16]=[C:17]([O:20][CH3:21])[CH:18]=[CH:19][C:14]=1[C:8]1([CH2:7][CH2:6][CH2:5][CH2:4][C:3]([OH:39])=[O:2])[S:13][CH2:12][CH2:11][CH2:10][S:9]1)=[O:38])=[O:37])=[O:31])([CH3:36])([CH3:34])[CH3:35]. The yield is 0.940. (5) The reactants are [F:1][C:2]1[CH:19]=[CH:18][C:5](/[CH:6]=[N:7]/[C:8]2[CH:16]=[CH:15][CH:14]=[C:13]3[C:9]=2[CH2:10][O:11][C:12]3=[O:17])=[CH:4][CH:3]=1.[CH3:20][N:21]1[CH:25]=[C:24]([CH:26]=O)[N:23]=[N:22]1.[CH2:28]([O-:30])[CH3:29].[Na+].C(O)C. The catalyst is C(OCC)(=O)CC. The product is [F:1][C:2]1[CH:3]=[CH:4][C:5]([CH:6]2[CH:26]([C:24]3[N:23]=[N:22][N:21]([CH3:20])[CH:25]=3)[C:28](=[O:30])[C:29]3[C:13]([C:12]([O:11][CH2:10][CH3:9])=[O:17])=[CH:14][CH:15]=[CH:16][C:8]=3[NH:7]2)=[CH:18][CH:19]=1. The yield is 0.390. (6) The reactants are FC(F)(F)C(O)=O.[Cl:8][C:9]1[C:14]([N:15]2[CH2:19][CH:18]([C:20]([O:22]C(C)(C)C)=[O:21])[N:17]([CH3:27])[C:16]2=[O:28])=[CH:13][CH:12]=[CH:11][N:10]=1. The yield is 0.704. The product is [Cl:8][C:9]1[C:14]([N:15]2[CH2:19][CH:18]([C:20]([OH:22])=[O:21])[N:17]([CH3:27])[C:16]2=[O:28])=[CH:13][CH:12]=[CH:11][N:10]=1. The catalyst is ClCCl.